From a dataset of Catalyst prediction with 721,799 reactions and 888 catalyst types from USPTO. Predict which catalyst facilitates the given reaction. (1) Reactant: [Cl-].[Ce+3].[Cl-].[Cl-].C[Mg]Br.[CH3:8]COCC.[NH2:13][C:14]1[N:19]=[C:18]([CH3:20])[N:17]=[C:16]([C:21]2[CH:22]=[C:23]([C:43](=[O:45])[CH3:44])[CH:24]=[N:25][C:26]=2[NH:27][C:28]2[CH:29]=[N:30][CH:31]=[C:32]([S:34]([C:37]3[CH:42]=[CH:41][CH:40]=[CH:39][CH:38]=3)(=[O:36])=[O:35])[CH:33]=2)[N:15]=1. Product: [NH2:13][C:14]1[N:19]=[C:18]([CH3:20])[N:17]=[C:16]([C:21]2[CH:22]=[C:23]([C:43]([OH:45])([CH3:8])[CH3:44])[CH:24]=[N:25][C:26]=2[NH:27][C:28]2[CH:29]=[N:30][CH:31]=[C:32]([S:34]([C:37]3[CH:42]=[CH:41][CH:40]=[CH:39][CH:38]=3)(=[O:36])=[O:35])[CH:33]=2)[N:15]=1. The catalyst class is: 49. (2) Reactant: [H-].[Na+].[CH:3]12[CH2:9][CH:6]([CH2:7][CH2:8]1)[CH2:5][CH:4]2[C:10]1([CH3:17])[C:14](=[O:15])[NH:13][N:12]=[C:11]1[CH3:16].Br[CH2:19][C:20]([C:22]1[CH:26]=[CH:25][S:24][CH:23]=1)=[O:21]. Product: [C@H:3]12[CH2:9][C@H:6]([CH2:7][CH2:8]1)[CH2:5][C@H:4]2[C:10]1([CH3:17])[C:14](=[O:15])[N:13]([CH2:19][C:20](=[O:21])[C:22]2[CH:26]=[CH:25][S:24][CH:23]=2)[N:12]=[C:11]1[CH3:16]. The catalyst class is: 3. (3) Reactant: [CH:1]([C:3]1[O:7][C:6]([C:8]([O:10][CH3:11])=[O:9])=[CH:5][CH:4]=1)=[CH2:2]. Product: [CH2:1]([C:3]1[O:7][C:6]([C:8]([O:10][CH3:11])=[O:9])=[CH:5][CH:4]=1)[CH3:2]. The catalyst class is: 5.